Dataset: Catalyst prediction with 721,799 reactions and 888 catalyst types from USPTO. Task: Predict which catalyst facilitates the given reaction. (1) Reactant: [F:1][C:2]([F:29])([F:28])[C:3]1[CH:4]=[C:5]([C@H:13]2[C@H:22]([C:23]([OH:25])=O)[C:21]3[C:16](=[CH:17][CH:18]=[CH:19][CH:20]=3)[C:15](=[O:26])[N:14]2[CH3:27])[CH:6]=[C:7]([C:9]([F:12])([F:11])[F:10])[CH:8]=1.CN(C(ON1N=NC2C=CC=NC1=2)=[N+](C)C)C.F[P-](F)(F)(F)(F)F.[NH2:54][C:55]1[N:56]=[N:57][C:58]([CH3:62])=[C:59]([CH3:61])[N:60]=1.C(N(CC)C(C)C)(C)C. Product: [F:12][C:9]([F:11])([F:10])[C:7]1[CH:6]=[C:5]([C@H:13]2[C@H:22]([C:23]([NH:54][C:55]3[N:56]=[N:57][C:58]([CH3:62])=[C:59]([CH3:61])[N:60]=3)=[O:25])[C:21]3[C:16](=[CH:17][CH:18]=[CH:19][CH:20]=3)[C:15](=[O:26])[N:14]2[CH3:27])[CH:4]=[C:3]([C:2]([F:1])([F:29])[F:28])[CH:8]=1. The catalyst class is: 9. (2) Reactant: [S:1]1[C:5]([C:6]([C:8]2[CH:13]=[C:12]([CH2:14][CH3:15])[CH:11]=[CH:10][C:9]=2[OH:16])=[O:7])=[CH:4][C:3]2[CH:17]=[CH:18][CH:19]=[CH:20][C:2]1=2.C[O:22][C:23](=[O:43])[CH2:24][CH2:25][C:26]1[CH:31]=[CH:30][C:29]([O:32][CH2:33][CH2:34][CH:35](OS(C)(=O)=O)[CH3:36])=[CH:28][C:27]=1[CH3:42].C([O-])([O-])=O.[Cs+].[Cs+].[OH-].[Na+].Cl. Product: [S:1]1[C:5]([C:6]([C:8]2[CH:13]=[C:12]([CH2:14][CH3:15])[CH:11]=[CH:10][C:9]=2[O:16][CH:35]([CH3:36])[CH2:34][CH2:33][O:32][C:29]2[CH:30]=[CH:31][C:26]([CH2:25][CH2:24][C:23]([OH:43])=[O:22])=[C:27]([CH3:42])[CH:28]=2)=[O:7])=[CH:4][C:3]2[CH:17]=[CH:18][CH:19]=[CH:20][C:2]1=2. The catalyst class is: 18. (3) Reactant: CS([C:4]1[N:9]=[CH:8][C:7]2=[CH:10][CH:11]=[C:12]([C:13]3[CH:18]=[CH:17][C:16]([S:19]([CH3:22])(=[O:21])=[O:20])=[CH:15][CH:14]=3)[N:6]2[N:5]=1)=O.C(N(CC)C(C)C)(C)C.[CH3:32][O:33][C:34]1[CH:35]=[C:36]([CH:38]=[C:39]([O:43][CH3:44])[C:40]=1[O:41][CH3:42])[NH2:37]. Product: [CH3:22][S:19]([C:16]1[CH:17]=[CH:18][C:13]([C:12]2[N:6]3[C:7]([CH:8]=[N:9][C:4]([NH:37][C:36]4[CH:38]=[C:39]([O:43][CH3:44])[C:40]([O:41][CH3:42])=[C:34]([O:33][CH3:32])[CH:35]=4)=[N:5]3)=[CH:10][CH:11]=2)=[CH:14][CH:15]=1)(=[O:21])=[O:20]. The catalyst class is: 141. (4) The catalyst class is: 411. Product: [CH:23]1([NH:26][CH:19]([C:10]2[CH:11]=[C:12]([C:13]3[CH:18]=[CH:17][CH:16]=[CH:15][N:14]=3)[N:8]([CH2:7][CH2:6][CH2:5][NH:4][C:3](=[O:22])[O:2][CH3:1])[N:9]=2)[CH3:20])[CH2:25][CH2:24]1. Reactant: [CH3:1][O:2][C:3](=[O:22])[NH:4][CH2:5][CH2:6][CH2:7][N:8]1[C:12]([C:13]2[CH:18]=[CH:17][CH:16]=[CH:15][N:14]=2)=[CH:11][C:10]([C:19](=O)[CH3:20])=[N:9]1.[CH:23]1([NH2:26])[CH2:25][CH2:24]1.C(O[BH-](OC(=O)C)OC(=O)C)(=O)C.[Na+].C(=O)([O-])O.[Na+]. (5) Reactant: Br[C:2]1[C:3]([F:11])=[C:4]([C:7]([F:10])=[CH:8][CH:9]=1)[CH:5]=[O:6].C(=O)([O-])[O-].[Na+].[Na+].[CH:18]1(B(O)O)[CH2:20][CH2:19]1. Product: [CH:18]1([C:2]2[C:3]([F:11])=[C:4]([C:7]([F:10])=[CH:8][CH:9]=2)[CH:5]=[O:6])[CH2:20][CH2:19]1. The catalyst class is: 398. (6) Reactant: [Br:1][C:2]1[C:3](=[O:21])[O:4][CH:5]([CH:9](O)[C:10]2[C:19]3[C:14](=[CH:15][CH:16]=[CH:17][CH:18]=3)[CH:13]=[CH:12][CH:11]=2)[C:6]=1[O:7][CH3:8].C(N(CC)CC)C.CS(Cl)(=O)=O. Product: [Br:1][C:2]1[C:3](=[O:21])[O:4]/[C:5](=[CH:9]\[C:10]2[C:19]3[C:14](=[CH:15][CH:16]=[CH:17][CH:18]=3)[CH:13]=[CH:12][CH:11]=2)/[C:6]=1[O:7][CH3:8]. The catalyst class is: 781. (7) Reactant: [Cl:1][S:2]([C:5]1[CH:6]=[CH:7][C:8]([CH3:14])=[C:9]([CH:13]=1)[C:10](O)=[O:11])(=[O:4])=[O:3].CN(C)C=O.C(Cl)(=O)C([Cl:23])=O. Product: [Cl:1][S:2]([C:5]1[CH:6]=[CH:7][C:8]([CH3:14])=[C:9]([CH:13]=1)[C:10]([Cl:23])=[O:11])(=[O:4])=[O:3]. The catalyst class is: 4. (8) Reactant: Br[C:2]1[N:3]=[CH:4][C:5]2[N:6]([C:8]([C:11]3[CH:16]=[CH:15][C:14]([Cl:17])=[CH:13][CH:12]=3)=[CH:9][N:10]=2)[CH:7]=1.C([O-])([O-])=O.[K+].[K+].B([C:27]1[CH:35]=[CH:34][C:30]([C:31]([OH:33])=[O:32])=[CH:29][CH:28]=1)(O)O. Product: [Cl:17][C:14]1[CH:15]=[CH:16][C:11]([C:8]2[N:6]3[CH:7]=[C:2]([C:27]4[CH:35]=[CH:34][C:30]([C:31]([OH:33])=[O:32])=[CH:29][CH:28]=4)[N:3]=[CH:4][C:5]3=[N:10][CH:9]=2)=[CH:12][CH:13]=1. The catalyst class is: 18. (9) Reactant: C([O:8][C:9]1[CH:14]=[CH:13][N:12]([CH2:15][C:16]2[CH:21]=[CH:20][C:19]([O:22]CC3C=CC=CC=3)=[CH:18][CH:17]=2)[C:11](=[O:30])[C:10]=1[Br:31])C1C=CC=CC=1.[H][H]. Product: [Br:31][C:10]1[C:11](=[O:30])[N:12]([CH2:15][C:16]2[CH:21]=[CH:20][C:19]([OH:22])=[CH:18][CH:17]=2)[CH:13]=[CH:14][C:9]=1[OH:8]. The catalyst class is: 285.